Dataset: Drug-target binding data from BindingDB using IC50 measurements. Task: Regression. Given a target protein amino acid sequence and a drug SMILES string, predict the binding affinity score between them. We predict pIC50 (pIC50 = -log10(IC50 in M); higher means more potent). Dataset: bindingdb_ic50. The small molecule is COc1cc2c(cc1OC)C1CC(=O)C(CC(C)C)CN1CC2. The target protein sequence is MALSDLVLLRWLRDSRHSRKLILFIVFLALLLDNMLLTVVVPIIPSYLYSIKHEKNSTEIQTTRPELVVSTSESIFSYYNNSTVLITGNATGTLPGGQSHKATSTQHTVANTTVPSDCPSEDRDLLNENVQVGLLFASKATVQLLTNPFIGLLTNRIGYPIPMFAGFCIMFISTVMFAFSSSYAFLLIARSLQGIGSSCSSVAGMGMLASVYTDDEERGKPMGIALGGLAMGVLVGPPFGSVLYEFVGKTAPFLVLAALVLLDGAIQLFVLQPSRVQPESQKGTPLTTLLKDPYILIAAGSICFANMGIAMLETALPIWMMETMCSRKWQLGVAFLPASISYLIGTNIFGILAHKMGRWLCALLGMVIVGISILCIPFAKNIYGLIAPNFGVGFAIGMVDSSMMPIMGYLVDLRHVSVYGSVYAIADVAFCMGYAIGPSAGGAIAKAIGFPWLMTIIGIIDIAFAPLCFFLRSPPAKEEKMAILMDHNCPIKRKMYTQNN.... The pIC50 is 6.7.